Dataset: Forward reaction prediction with 1.9M reactions from USPTO patents (1976-2016). Task: Predict the product of the given reaction. (1) Given the reactants [C:1]([C:4]1[CH:9]=[CH:8][C:7]([NH:10][C:11]([NH2:13])=[S:12])=[CH:6][CH:5]=1)([OH:3])=[O:2].Cl[CH2:15][C:16]([CH2:18]Cl)=O.[NH2:20][C:21]1[C:26]([C:27]#[N:28])=[C:25]([C:29]2[CH:34]=[CH:33][C:32]([O:35][CH2:36][CH:37]3[CH2:41][O:40][C:39]([CH3:43])([CH3:42])[O:38]3)=[CH:31][CH:30]=2)[C:24]([C:44]#[N:45])=[C:23]([SH:46])[N:22]=1.C(=O)(O)[O-].[Na+], predict the reaction product. The product is: [NH2:20][C:21]1[N:22]=[C:23]([S:46][CH2:18][C:16]2[N:13]=[C:11]([NH:10][C:7]3[CH:6]=[CH:5][C:4]([C:1]([OH:3])=[O:2])=[CH:9][CH:8]=3)[S:12][CH:15]=2)[C:24]([C:44]#[N:45])=[C:25]([C:29]2[CH:34]=[CH:33][C:32]([O:35][CH2:36][CH:37]3[CH2:41][O:40][C:39]([CH3:42])([CH3:43])[O:38]3)=[CH:31][CH:30]=2)[C:26]=1[C:27]#[N:28]. (2) Given the reactants CN(CCN(C)C)C.[CH2:9]([Li])[CH2:10][CH2:11][CH3:12].[O:14]1[CH2:18][CH2:17][O:16][CH:15]1[C:19]1[N:20]([CH2:24][C:25]2[CH:30]=[CH:29][C:28]([F:31])=[CH:27][CH:26]=2)[CH:21]=[CH:22][N:23]=1.BrCC#CC, predict the reaction product. The product is: [O:16]1[CH2:17][CH2:18][O:14][CH:15]1[C:19]1[N:20]([CH:24]([C:25]2[CH:30]=[CH:29][C:28]([F:31])=[CH:27][CH:26]=2)[CH2:9][C:10]#[C:11][CH3:12])[CH:21]=[CH:22][N:23]=1. (3) Given the reactants [OH-].[K+].[CH3:3][C:4](=[CH2:28])[CH2:5][O:6][C:7]1[C:16]([C:17](=[O:19])[CH3:18])=[C:15]2[C:10]([C:11](=[O:27])[C:12]([CH3:26])=[C:13]([C:20]3[CH:25]=[CH:24][CH:23]=[CH:22][CH:21]=3)[O:14]2)=[CH:9][CH:8]=1.[CH3:29][O:30][C:31]1[CH:32]=[C:33]([CH:36]=[C:37]([O:41][CH3:42])[C:38]=1[O:39][CH3:40])[CH:34]=O, predict the reaction product. The product is: [CH3:26][C:12]1[C:11](=[O:27])[C:10]2[C:15](=[C:16]([C:17](=[O:19])[CH:18]=[CH:34][C:33]3[CH:36]=[C:37]([O:41][CH3:42])[C:38]([O:39][CH3:40])=[C:31]([O:30][CH3:29])[CH:32]=3)[C:7]([O:6][CH2:5][C:4]([CH3:3])=[CH2:28])=[CH:8][CH:9]=2)[O:14][C:13]=1[C:20]1[CH:21]=[CH:22][CH:23]=[CH:24][CH:25]=1. (4) Given the reactants [CH3:1][C:2]1[C:3]([CH2:7][NH2:8])=[N:4][O:5][N:6]=1.C([N:17]=[C:18]=[S:19])(=O)C1C=CC=CC=1.N, predict the reaction product. The product is: [CH3:1][C:2]1[C:3]([CH2:7][NH:8][C:18]([NH2:17])=[S:19])=[N:4][O:5][N:6]=1.